The task is: Predict the product of the given reaction.. This data is from Forward reaction prediction with 1.9M reactions from USPTO patents (1976-2016). (1) Given the reactants C[O:2][C:3](=[O:24])[C:4]1[CH:9]=[C:8]([C:10]2[S:11][CH:12]=[C:13]([C:15]3[CH:20]=[CH:19][C:18]([Cl:21])=[C:17]([Cl:22])[CH:16]=3)[N:14]=2)[CH:7]=[CH:6][C:5]=1Br.[F:25][C:26]1[C:31]([F:32])=[CH:30][CH:29]=[CH:28][C:27]=1B(O)O, predict the reaction product. The product is: [Cl:22][C:17]1[CH:16]=[C:15]([C:13]2[N:14]=[C:10]([C:8]3[CH:9]=[C:4]([C:3]([OH:2])=[O:24])[C:5]([C:30]4[CH:29]=[CH:28][CH:27]=[C:26]([F:25])[C:31]=4[F:32])=[CH:6][CH:7]=3)[S:11][CH:12]=2)[CH:20]=[CH:19][C:18]=1[Cl:21]. (2) Given the reactants Cl[C:2]1[N:7]=[CH:6][C:5]2[CH2:8][N:9]([C:11]([C:13]3[CH:18]=[C:17]([S:19]([CH3:22])(=[O:21])=[O:20])[CH:16]=[CH:15][C:14]=3[O:23][C@@H:24]([CH3:29])[C:25]([F:28])([F:27])[F:26])=[O:12])[CH2:10][C:4]=2[CH:3]=1.[NH:30]1[CH2:35][CH2:34][O:33][CH2:32][CH2:31]1, predict the reaction product. The product is: [CH3:22][S:19]([C:17]1[CH:16]=[CH:15][C:14]([O:23][C@@H:24]([CH3:29])[C:25]([F:27])([F:26])[F:28])=[C:13]([C:11]([N:9]2[CH2:10][C:4]3[CH:3]=[C:2]([N:30]4[CH2:35][CH2:34][O:33][CH2:32][CH2:31]4)[N:7]=[CH:6][C:5]=3[CH2:8]2)=[O:12])[CH:18]=1)(=[O:21])=[O:20]. (3) Given the reactants [NH:1]1[C:9]2[C:4](=[CH:5][CH:6]=[C:7]3[CH2:13][CH2:12][CH2:11][CH2:10][C:8]3=2)[C:3](=O)[C:2]1=[O:15].C(OC[C:21](=O)[CH2:22][C:23]1[CH:28]=[CH:27][C:26]([Cl:29])=[C:25]([Cl:30])[CH:24]=1)(=O)C.[C:32]([OH:35])(=[O:34])C.Cl, predict the reaction product. The product is: [Cl:30][C:25]1[CH:24]=[C:23]([CH:28]=[CH:27][C:26]=1[Cl:29])[CH2:22][C:21]1[C:2]([OH:15])=[C:3]([C:32]([OH:35])=[O:34])[C:4]2[C:9](=[C:8]3[CH2:10][CH2:11][CH2:12][CH2:13][C:7]3=[CH:6][CH:5]=2)[N:1]=1. (4) Given the reactants [F:1][C:2]1[CH:7]=[CH:6][C:5]([N:8]2[C:16]3[CH:15]=[C:14]4[CH2:17][CH2:18][CH2:19][C:20](=[O:21])[C@@:13]4([CH3:22])[CH2:12][C:11]=3[CH:10]=[N:9]2)=[CH:4][CH:3]=1.C[Si](C)(C)[N-][Si](C)(C)C.[K+].[F:33][C:34]([F:54])([F:53])[S:35](N(C1C=CC(Cl)=CN=1)[S:35]([C:34]([F:54])([F:53])[F:33])(=[O:37])=[O:36])(=[O:37])=[O:36], predict the reaction product. The product is: [F:33][C:34]([F:54])([F:53])[S:35]([O:21][C:20]1[C@@:13]2([CH3:22])[CH2:12][C:11]3[CH:10]=[N:9][N:8]([C:5]4[CH:6]=[CH:7][C:2]([F:1])=[CH:3][CH:4]=4)[C:16]=3[CH:15]=[C:14]2[CH2:17][CH2:18][CH:19]=1)(=[O:37])=[O:36].